The task is: Predict which catalyst facilitates the given reaction.. This data is from Catalyst prediction with 721,799 reactions and 888 catalyst types from USPTO. (1) Reactant: C[O:2][C:3]([C:5]1[CH:13]=[C:12]2[C:8]([CH:9]=[CH:10][NH:11]2)=[CH:7][CH:6]=1)=[O:4].[C:14]1(=O)[CH2:19][CH2:18][CH2:17][CH2:16][CH2:15]1.C[O-].[Na+].O. Product: [C:14]1([C:9]2[C:8]3[C:12](=[CH:13][C:5]([C:3]([OH:2])=[O:4])=[CH:6][CH:7]=3)[NH:11][CH:10]=2)[CH2:19][CH2:18][CH2:17][CH2:16][CH:15]=1. The catalyst class is: 5. (2) Reactant: [C:1]([C:3]1[CH:8]=[CH:7][C:6]([C:9]2[CH:10]=[N:11][N:12]([C:15]3[CH:35]=[CH:34][C:18]([C:19]([NH:21][CH2:22][CH2:23][CH2:24][N:25](C)[C:26](=O)OC(C)(C)C)=[O:20])=[CH:17][N:16]=3)[C:13]=2[OH:14])=[CH:5][CH:4]=1)#[N:2].[ClH:36].CCOC(C)=O. Product: [ClH:36].[C:1]([C:3]1[CH:4]=[CH:5][C:6]([C:9]2[CH:10]=[N:11][N:12]([C:15]3[CH:35]=[CH:34][C:18]([C:19]([NH:21][CH2:22][CH2:23][CH2:24][NH:25][CH3:26])=[O:20])=[CH:17][N:16]=3)[C:13]=2[OH:14])=[CH:7][CH:8]=1)#[N:2]. The catalyst class is: 25. (3) Reactant: [F:1][C:2]1[CH:3]=[C:4]([CH2:9][C@H:10]([NH:14][C:15](=[O:24])[O:16][CH2:17][C:18]2[CH:23]=[CH:22][CH:21]=[CH:20][CH:19]=2)[C@H:11]2[CH2:13][O:12]2)[CH:5]=[C:6]([F:8])[CH:7]=1.[CH2:25]([O:28][C@@H:29]1[C:37]2[C:32](=[CH:33][C:34]([O:38][CH3:39])=[CH:35][CH:36]=2)[C@H:31]([NH2:40])[CH2:30]1)[CH:26]=[CH2:27].[Cl-].[Na+].O.C([O-])(O)=O.[Na+]. Product: [CH2:25]([O:28][C@H:29]1[C:37]2[C:32](=[CH:33][C:34]([O:38][CH3:39])=[CH:35][CH:36]=2)[C@@H:31]([NH:40][CH2:13][C@@H:11]([OH:12])[C@@H:10]([NH:14][C:15](=[O:24])[O:16][CH2:17][C:18]2[CH:23]=[CH:22][CH:21]=[CH:20][CH:19]=2)[CH2:9][C:4]2[CH:3]=[C:2]([F:1])[CH:7]=[C:6]([F:8])[CH:5]=2)[CH2:30]1)[CH:26]=[CH2:27]. The catalyst class is: 23. (4) Reactant: [NH2:1][C:2]1[CH:3]=[CH:4][CH:5]=[C:6]2[C:11]=1[N:10]=[CH:9][CH:8]=[CH:7]2.C(=O)([O-])[O-].[K+].[K+].Br[CH2:19][C:20]1[CH:29]=[CH:28][C:23]([C:24]([O:26][CH3:27])=[O:25])=[CH:22][CH:21]=1. Product: [N:10]1[C:11]2[C:6](=[CH:5][CH:4]=[CH:3][C:2]=2[NH:1][CH2:19][C:20]2[CH:29]=[CH:28][C:23]([C:24]([O:26][CH3:27])=[O:25])=[CH:22][CH:21]=2)[CH:7]=[CH:8][CH:9]=1. The catalyst class is: 3. (5) Reactant: [NH2:1][CH:2]1[CH2:6][CH:5]([C:7]([O:9][CH2:10][CH3:11])=[O:8])[CH:4]([CH3:12])[CH2:3]1.[CH:13]1([S:16](Cl)(=[O:18])=[O:17])[CH2:15][CH2:14]1. Product: [CH:13]1([S:16]([NH:1][CH:2]2[CH2:6][CH:5]([C:7]([O:9][CH2:10][CH3:11])=[O:8])[CH:4]([CH3:12])[CH2:3]2)(=[O:18])=[O:17])[CH2:15][CH2:14]1. The catalyst class is: 3. (6) Reactant: [N:1]1([C:7](Cl)=[O:8])[CH2:6][CH2:5][O:4][CH2:3][CH2:2]1.[NH:10]1[CH2:15][CH2:14][CH:13]([C:16]2[CH:21]=[CH:20][C:19]([O:22][CH2:23][CH2:24][CH2:25][N:26]3[CH2:31][CH2:30][CH2:29][CH2:28][CH2:27]3)=[CH:18][CH:17]=2)[CH2:12][CH2:11]1.CCN(CC1C=CC=CC=1)CC.C=CC1C=CC=CC=1.C=CC1C=CC(C=C)=CC=1. Product: [N:26]1([CH2:25][CH2:24][CH2:23][O:22][C:19]2[CH:18]=[CH:17][C:16]([CH:13]3[CH2:14][CH2:15][N:10]([C:7]([N:1]4[CH2:6][CH2:5][O:4][CH2:3][CH2:2]4)=[O:8])[CH2:11][CH2:12]3)=[CH:21][CH:20]=2)[CH2:31][CH2:30][CH2:29][CH2:28][CH2:27]1. The catalyst class is: 2. (7) Reactant: Cl.[CH2:2]([N:4]1[CH:9]=[CH:8][CH:7]=[C:6]([CH2:10][NH:11][N:12]2[CH2:17][CH2:16][C:15]([CH3:18])=[C:14]([CH2:19][C:20]([NH:22][CH2:23][C:24]3[C:25]([CH3:40])=[CH:26][C:27]([NH:32]C(=O)OC(C)(C)C)=[N:28][C:29]=3[CH2:30][OH:31])=[O:21])[C:13]2=[O:41])[C:5]1=[O:42])[CH3:3]. Product: [NH2:32][C:27]1[N:28]=[C:29]([CH2:30][OH:31])[C:24]([CH2:23][NH:22][C:20](=[O:21])[CH2:19][C:14]2[C:13](=[O:41])[N:12]([NH:11][CH2:10][C:6]3[C:5](=[O:42])[N:4]([CH2:2][CH3:3])[CH:9]=[CH:8][CH:7]=3)[CH2:17][CH2:16][C:15]=2[CH3:18])=[C:25]([CH3:40])[CH:26]=1. The catalyst class is: 1.